This data is from Forward reaction prediction with 1.9M reactions from USPTO patents (1976-2016). The task is: Predict the product of the given reaction. (1) Given the reactants [H-].[Na+].[N:3]1[CH:4]=[CH:5][N:6]2[CH2:11][CH2:10][NH:9][CH2:8][C:7]=12.Cl[C:13]1[O:14][C:15]2[C:16](=[C:18]([C:22]([O:24][CH3:25])=[O:23])[CH:19]=[CH:20][CH:21]=2)[N:17]=1, predict the reaction product. The product is: [N:3]1[CH:4]=[CH:5][N:6]2[CH2:11][CH2:10][N:9]([C:13]3[O:14][C:15]4[C:16](=[C:18]([C:22]([O:24][CH3:25])=[O:23])[CH:19]=[CH:20][CH:21]=4)[N:17]=3)[CH2:8][C:7]=12. (2) The product is: [Cl:30][C:27]1[CH:26]=[CH:25][C:24]([C:16]2[C:15]([C:13]3[N:12]=[CH:11][N:10]([C:7]4[CH:8]=[CH:9][C:4]([C:3]([NH:35][CH2:34][C:33]([F:37])([F:36])[F:32])=[O:2])=[CH:5][N:6]=4)[CH:14]=3)=[C:19]([C:20]([F:23])([F:21])[F:22])[O:18][N:17]=2)=[CH:29][CH:28]=1. Given the reactants C[O:2][C:3](=O)[C:4]1[CH:9]=[CH:8][C:7]([N:10]2[CH:14]=[C:13]([C:15]3[C:16]([C:24]4[CH:29]=[CH:28][C:27]([Cl:30])=[CH:26][CH:25]=4)=[N:17][O:18][C:19]=3[C:20]([F:23])([F:22])[F:21])[N:12]=[CH:11]2)=[N:6][CH:5]=1.[F:32][C:33]([F:37])([F:36])[CH2:34][NH2:35], predict the reaction product.